Dataset: Full USPTO retrosynthesis dataset with 1.9M reactions from patents (1976-2016). Task: Predict the reactants needed to synthesize the given product. (1) Given the product [F:3][C:4]1[C:9]([F:10])=[C:8]([CH3:11])[CH:7]=[CH:6][C:5]=1[O:12][CH3:17], predict the reactants needed to synthesize it. The reactants are: [OH-].[Na+].[F:3][C:4]1[C:9]([F:10])=[C:8]([CH3:11])[CH:7]=[CH:6][C:5]=1[OH:12].S(OC)(O[CH3:17])(=O)=O. (2) Given the product [NH:1]1[CH2:6][CH2:5][CH:4]([C:7]2[N:11]([C:12]3[CH:13]=[C:14]([CH:20]=[CH:21][CH:22]=3)[C:15]([O:17][CH2:18][CH3:19])=[O:16])[C:10]3[CH:23]=[CH:24][C:25]([C:27]([F:30])([F:29])[F:28])=[CH:26][C:9]=3[N:8]=2)[CH2:3][CH2:2]1, predict the reactants needed to synthesize it. The reactants are: [N:1]1[CH:6]=[CH:5][C:4]([C:7]2[N:11]([C:12]3[CH:13]=[C:14]([CH:20]=[CH:21][CH:22]=3)[C:15]([O:17][CH2:18][CH3:19])=[O:16])[C:10]3[CH:23]=[CH:24][C:25]([C:27]([F:30])([F:29])[F:28])=[CH:26][C:9]=3[N:8]=2)=[CH:3][CH:2]=1.Cl.[H][H]. (3) Given the product [CH3:36][C:28]1[CH:29]=[C:30]([C:33](=[O:34])[NH:66][CH:63]2[CH2:64][CH2:65][N:60]([CH3:59])[CH2:61][CH2:62]2)[CH:31]=[CH:32][C:27]=1[C:24]1[CH:25]=[CH:26][C:21]([CH2:20][C@H:19]([NH:18][C:16]([C@H:13]2[CH2:14][CH2:15][C@H:10]([CH2:9][NH:8][C:6](=[O:7])[O:5][C:1]([CH3:3])([CH3:4])[CH3:2])[CH2:11][CH2:12]2)=[O:17])[C:37](=[O:58])[NH:38][C:39]2[CH:40]=[CH:41][C:42]([C:45]3[NH:49][N:48]=[C:47]([C:50]([F:56])([F:57])[C:51]([F:54])([F:55])[CH2:52][OH:53])[N:46]=3)=[CH:43][CH:44]=2)=[CH:22][CH:23]=1, predict the reactants needed to synthesize it. The reactants are: [C:1]([O:5][C:6]([NH:8][CH2:9][C@H:10]1[CH2:15][CH2:14][C@H:13]([C:16]([NH:18][C@H:19]([C:37](=[O:58])[NH:38][C:39]2[CH:44]=[CH:43][C:42]([C:45]3[NH:49][N:48]=[C:47]([C:50]([F:57])([F:56])[C:51]([F:55])([F:54])[CH2:52][OH:53])[N:46]=3)=[CH:41][CH:40]=2)[CH2:20][C:21]2[CH:26]=[CH:25][C:24]([C:27]3[CH:32]=[CH:31][C:30]([C:33](O)=[O:34])=[CH:29][C:28]=3[CH3:36])=[CH:23][CH:22]=2)=[O:17])[CH2:12][CH2:11]1)=[O:7])([CH3:4])([CH3:3])[CH3:2].[CH3:59][N:60]1[CH2:65][CH2:64][CH:63]([NH2:66])[CH2:62][CH2:61]1.C(N(CC)C(C)C)(C)C.F[P-](F)(F)(F)(F)F.CN(C(ON1C2=NC=CC=C2N=N1)=[N+](C)C)C. (4) Given the product [N+:14]([C:10]1[CH:9]=[C:8]([NH:7][C:5](=[O:6])[C:4]([OH:17])=[O:3])[CH:13]=[CH:12][CH:11]=1)([O-:16])=[O:15], predict the reactants needed to synthesize it. The reactants are: C([O:3][C:4](=[O:17])[C:5]([NH:7][C:8]1[CH:13]=[CH:12][CH:11]=[C:10]([N+:14]([O-:16])=[O:15])[CH:9]=1)=[O:6])C.